From a dataset of Forward reaction prediction with 1.9M reactions from USPTO patents (1976-2016). Predict the product of the given reaction. (1) Given the reactants [C:1]([CH2:3][C:4]1[CH:12]=[C:11]([O:13][CH3:14])[C:10]([O:15][CH3:16])=[CH:9][C:5]=1[C:6](O)=[O:7])#[N:2].[NH2:17][C:18]1[CH:22]=[C:21]([CH:23]2[CH2:25][CH2:24]2)[NH:20][N:19]=1, predict the reaction product. The product is: [CH:23]1([C:21]2[NH:20][N:19]=[C:18]([NH:17][C:1]3[NH:2][C:6](=[O:7])[C:5]4[C:4]([CH:3]=3)=[CH:12][C:11]([O:13][CH3:14])=[C:10]([O:15][CH3:16])[CH:9]=4)[CH:22]=2)[CH2:25][CH2:24]1. (2) Given the reactants [CH3:1][O:2][C:3](=[O:15])[C:4]1[C:5](=[CH:10][C:11]([OH:14])=[CH:12][CH:13]=1)[C:6]([O:8][CH3:9])=[O:7].F[C:17]1[CH:22]=[CH:21][C:20]([N+:23]([O-:25])=[O:24])=[CH:19][C:18]=1[N+:26]([O-:28])=[O:27], predict the reaction product. The product is: [CH3:1][O:2][C:3](=[O:15])[C:4]1[C:5](=[CH:10][C:11]([O:14][C:21]2[CH:22]=[CH:17][C:18]([N+:26]([O-:28])=[O:27])=[CH:19][C:20]=2[N+:23]([O-:25])=[O:24])=[CH:12][CH:13]=1)[C:6]([O:8][CH3:9])=[O:7]. (3) Given the reactants [OH:1][C:2]1([C:9]2[CH:14]=[CH:13][CH:12]=[CH:11][N:10]=2)[CH2:7][CH2:6][C:5](=O)[CH2:4][CH2:3]1.[CH:15]([C@:18]1([C:24]([N:26]2[CH2:35][CH2:34][C:33]3[C:28](=[CH:29][C:30]([C:36]([F:39])([F:38])[F:37])=[CH:31][CH:32]=3)[CH2:27]2)=[O:25])[CH2:22][CH2:21][C@@H:20]([NH2:23])[CH2:19]1)([CH3:17])[CH3:16].C(O[BH-](OC(=O)C)OC(=O)C)(=O)C.[Na+], predict the reaction product. The product is: [CH:15]([C@:18]1([C:24]([N:26]2[CH2:35][CH2:34][C:33]3[C:28](=[CH:29][C:30]([C:36]([F:39])([F:37])[F:38])=[CH:31][CH:32]=3)[CH2:27]2)=[O:25])[CH2:22][CH2:21][C@@H:20]([NH:23][CH:5]2[CH2:6][CH2:7][C:2]([C:9]3[CH:14]=[CH:13][CH:12]=[CH:11][N:10]=3)([OH:1])[CH2:3][CH2:4]2)[CH2:19]1)([CH3:17])[CH3:16]. (4) Given the reactants [N+:1]([C:4]1[CH:5]=[C:6](/[CH:10]=[CH:11]/[C:12]2[CH:13]=[N:14][CH:15]=[CH:16][CH:17]=2)[CH:7]=[CH:8][CH:9]=1)([O-])=O.Cl.C(=O)(O)[O-].[Na+], predict the reaction product. The product is: [NH2:1][C:4]1[CH:5]=[C:6](/[CH:10]=[CH:11]/[C:12]2[CH:13]=[N:14][CH:15]=[CH:16][CH:17]=2)[CH:7]=[CH:8][CH:9]=1. (5) Given the reactants OCCCN1C=C(C2C=CC(NC3C(C(F)(F)F)=CN=C(NC4C=CC(CP(=O)(OCC)OCC)=CC=4OC)N=3)=C3C=2CN(C)C3=O)C=N1.[NH2:50][C:51]1[C:52]([C:58]([NH:60][CH3:61])=[O:59])=[N:53][C:54]([Br:57])=[CH:55][CH:56]=1.OP1(=O)CC2C=CC(=C(OC)C=2)NC2=NC(=C(C(F)(F)F)C=N2)NC2C=CC(=NC=2C(NC)=O)C2=CN(N=C2)CCCO1.Cl[C:106]1[C:111]([C:112]([F:115])([F:114])[F:113])=[CH:110][N:109]=[C:108]([NH:116][C:117]2[CH:131]=[CH:130][C:120]([CH2:121][CH2:122][CH2:123][CH2:124][PH:125](=[O:129])[O:126][CH2:127][CH3:128])=[CH:119][C:118]=2[O:132][CH3:133])[N:107]=1, predict the reaction product. The product is: [Br:57][C:54]1[N:53]=[C:52]([C:58](=[O:59])[NH:60][CH3:61])[C:51]([NH:50][C:110]2[C:111]([C:112]([F:113])([F:115])[F:114])=[CH:106][N:107]=[C:108]([NH:116][C:117]3[CH:131]=[CH:130][C:120]([CH2:121][CH2:122][CH2:123][CH2:124][PH:125](=[O:129])[O:126][CH2:127][CH3:128])=[CH:119][C:118]=3[O:132][CH3:133])[N:109]=2)=[CH:56][CH:55]=1.